Dataset: Catalyst prediction with 721,799 reactions and 888 catalyst types from USPTO. Task: Predict which catalyst facilitates the given reaction. Reactant: [Br:1][C:2]1[CH:3]=[C:4]([C:8]([N+:13]([O-])=O)([CH2:11][OH:12])[CH2:9][OH:10])[CH:5]=[CH:6][CH:7]=1.[H][H]. Product: [NH2:13][C:8]([C:4]1[CH:5]=[CH:6][CH:7]=[C:2]([Br:1])[CH:3]=1)([CH2:11][OH:12])[CH2:9][OH:10]. The catalyst class is: 319.